This data is from Forward reaction prediction with 1.9M reactions from USPTO patents (1976-2016). The task is: Predict the product of the given reaction. (1) The product is: [CH2:19]([NH:18][C:16]([NH:15][C:13]1[S:14][C:10]2[C:9]([C:22]3[CH:27]=[CH:26][CH:25]=[CH:24][N:23]=3)=[CH:8][C:7]([C:5]3[S:4][N:3]=[C:2]([N:41]4[CH2:42][CH2:43][C:38]([CH3:36])([C:44]([O:46][CH2:47][CH3:48])=[O:45])[CH2:39][CH2:40]4)[N:6]=3)=[CH:21][C:11]=2[N:12]=1)=[O:17])[CH3:20]. Given the reactants Cl[C:2]1[N:6]=[C:5]([C:7]2[CH:8]=[C:9]([C:22]3[CH:27]=[CH:26][CH:25]=[CH:24][N:23]=3)[C:10]3[S:14][C:13]([NH:15][C:16]([NH:18][CH2:19][CH3:20])=[O:17])=[N:12][C:11]=3[CH:21]=2)[S:4][N:3]=1.C(N(CC)CC)C.Cl.[CH2:36]([C:38]1([C:44]([O:46][CH2:47][CH3:48])=[O:45])[CH2:43][CH2:42][NH:41][CH2:40][CH2:39]1)C, predict the reaction product. (2) Given the reactants [C:1]([N:4]1[C:13]2[C:8](=[CH:9][C:10](Br)=[CH:11][CH:12]=2)[C@H:7]([NH:15][C:16](=[O:21])[O:17][CH:18]([CH3:20])[CH3:19])[CH2:6][C@@H:5]1[CH3:22])(=[O:3])[CH3:2].Cl.[N:24]1([CH2:30][C:31]2[CH:36]=[CH:35][C:34](B(O)O)=[CH:33][CH:32]=2)[CH2:29][CH2:28][CH2:27][CH2:26][CH2:25]1.C(N1C2C(=CC(C#C[Si](C)(C)C)=CC=2)[C@H](NC(=O)OC(C)(C)C)C[C@@H]1C)(=O)C.C(=O)([O-])[O-].[K+].[K+], predict the reaction product. The product is: [C:1]([N:4]1[C:13]2[C:8](=[CH:9][C:10]([C:34]3[CH:33]=[CH:32][C:31]([CH2:30][N:24]4[CH2:29][CH2:28][CH2:27][CH2:26][CH2:25]4)=[CH:36][CH:35]=3)=[CH:11][CH:12]=2)[C@H:7]([NH:15][C:16](=[O:21])[O:17][CH:18]([CH3:20])[CH3:19])[CH2:6][C@@H:5]1[CH3:22])(=[O:3])[CH3:2]. (3) The product is: [N:9]1([C:32]([OH:33])=[O:39])[CH2:10][CH2:1][O:2][CH2:3][CH2:8]1. Given the reactants [CH3:1][O:2][C:3]1[C:8]2[N:9]=[C:10](N)SC=2C(C2N=C(C3C=NC(C)=CC=3)SC=2)=CC=1.C(N(CC)CC)C.[C:32](Cl)(Cl)=[O:33].N1CC[O:39]CC1, predict the reaction product. (4) Given the reactants [C:1]([C:4]1[CH:9]=[CH:8][CH:7]=[CH:6][CH:5]=1)(=O)[CH3:2].[I:10][C:11]1[CH:16]=[CH:15][C:14]([NH:17][NH2:18])=[CH:13][CH:12]=1, predict the reaction product. The product is: [I:10][C:11]1[CH:16]=[CH:15][C:14]([NH:17][N:18]=[C:1]([C:4]2[CH:9]=[CH:8][CH:7]=[CH:6][CH:5]=2)[CH3:2])=[CH:13][CH:12]=1. (5) Given the reactants Cl[C:2]1[N:7]2[N:8]=[CH:9][C:10]([C:11]([O:13][CH2:14][CH3:15])=[O:12])=[C:6]2[N:5]=[CH:4][C:3]=1[C:16]([N:18]1[CH2:23][CH2:22][C:21]2([C:27]3[CH:28]=[CH:29][CH:30]=[C:31]([F:32])[C:26]=3[O:25][CH2:24]2)[CH2:20][CH2:19]1)=[O:17].[F:33][C:34]1[CH:39]=[CH:38][C:37]([CH3:40])=[CH:36][C:35]=1[NH2:41], predict the reaction product. The product is: [CH2:14]([O:13][C:11]([C:10]1[CH:9]=[N:8][N:7]2[C:2]([NH:41][C:35]3[CH:36]=[C:37]([CH3:40])[CH:38]=[CH:39][C:34]=3[F:33])=[C:3]([C:16]([N:18]3[CH2:23][CH2:22][C:21]4([C:27]5[CH:28]=[CH:29][CH:30]=[C:31]([F:32])[C:26]=5[O:25][CH2:24]4)[CH2:20][CH2:19]3)=[O:17])[CH:4]=[N:5][C:6]=12)=[O:12])[CH3:15].